Predict the product of the given reaction. From a dataset of Forward reaction prediction with 1.9M reactions from USPTO patents (1976-2016). (1) Given the reactants [H-].[Na+].[S:3]1[C:7]2[CH:8]=[CH:9][CH:10]=[CH:11][C:6]=2[N:5]=[C:4]1[NH:12][C@H:13]1[CH2:18][CH2:17][C@H:16]([OH:19])[CH2:15][CH2:14]1.[Cl:20][C:21]1[C:26](Cl)=[N:25][CH:24]=[CH:23][N:22]=1.O, predict the reaction product. The product is: [Cl:20][C:21]1[C:26]([O:19][C@H:16]2[CH2:15][CH2:14][C@H:13]([NH:12][C:4]3[S:3][C:7]4[CH:8]=[CH:9][CH:10]=[CH:11][C:6]=4[N:5]=3)[CH2:18][CH2:17]2)=[N:25][CH:24]=[CH:23][N:22]=1. (2) Given the reactants [CH:1]1([O:6][C:7]2[CH:8]=[C:9]([CH:15]3[CH2:19][N:18]([C:20]4[CH:21]=[C:22]([CH:25]=[CH:26][CH:27]=4)[C:23]#[N:24])[C:17](=[O:28])[CH2:16]3)[CH:10]=[CH:11][C:12]=2[O:13][CH3:14])[CH2:5][CH2:4][CH2:3][CH2:2]1.C[OH:30], predict the reaction product. The product is: [CH:1]1([O:6][C:7]2[CH:8]=[C:9]([CH:15]3[CH2:19][N:18]([C:20]4[CH:21]=[C:22]([CH:25]=[CH:26][CH:27]=4)[C:23]([NH2:24])=[O:30])[C:17](=[O:28])[CH2:16]3)[CH:10]=[CH:11][C:12]=2[O:13][CH3:14])[CH2:2][CH2:3][CH2:4][CH2:5]1. (3) Given the reactants Br[C:2]1[N:7]=[CH:6][C:5]([C:8]([N:10]2[CH2:15][CH2:14][N:13]([C:16]3[C:21]([CH3:22])=[CH:20][C:19]([CH3:23])=[CH:18][N:17]=3)[CH2:12][CH2:11]2)=[O:9])=[CH:4][CH:3]=1.[S:24]1(=[O:29])(=[O:28])[CH2:27][CH2:26][NH:25]1, predict the reaction product. The product is: [CH3:22][C:21]1[C:16]([N:13]2[CH2:14][CH2:15][N:10]([C:8]([C:5]3[CH:6]=[N:7][C:2]([N:25]4[CH2:26][CH2:27][S:24]4(=[O:29])=[O:28])=[CH:3][CH:4]=3)=[O:9])[CH2:11][CH2:12]2)=[N:17][CH:18]=[C:19]([CH3:23])[CH:20]=1. (4) Given the reactants [Cl:1][C:2]1[CH:7]=[CH:6][C:5]([C:8]2[N:12]([CH:13]([CH:23]3[CH2:28][CH2:27][CH2:26][CH2:25][CH2:24]3)[CH2:14]OCC3CCCCC3)[C:11]3[CH:29]=[C:30]([F:34])[C:31]([F:33])=[CH:32][C:10]=3[N:9]=2)=[CH:4][CH:3]=1.[OH:35][C:36]1[CH:48]=[CH:47][C:39]([O:40][C:41]2([C:44]([OH:46])=[O:45])[CH2:43][CH2:42]2)=[CH:38][CH:37]=1.[CH3:49]N(C)C(N=NC(N(C)C)=O)=O, predict the reaction product. The product is: [CH3:49][O:45][C:44]([C:41]1([O:40][C:39]2[CH:38]=[CH:37][C:36]([O:35][CH2:14][CH:13]([N:12]3[C:11]4[CH:29]=[C:30]([F:34])[C:31]([F:33])=[CH:32][C:10]=4[N:9]=[C:8]3[C:5]3[CH:4]=[CH:3][C:2]([Cl:1])=[CH:7][CH:6]=3)[CH:23]3[CH2:28][CH2:27][CH2:26][CH2:25][CH2:24]3)=[CH:48][CH:47]=2)[CH2:43][CH2:42]1)=[O:46].